From a dataset of Peptide-MHC class II binding affinity with 134,281 pairs from IEDB. Regression. Given a peptide amino acid sequence and an MHC pseudo amino acid sequence, predict their binding affinity value. This is MHC class II binding data. The binding affinity (normalized) is 0.711. The MHC is DRB1_1302 with pseudo-sequence DRB1_1302. The peptide sequence is SQDCELSWNLNGLQAY.